From a dataset of NCI-60 drug combinations with 297,098 pairs across 59 cell lines. Regression. Given two drug SMILES strings and cell line genomic features, predict the synergy score measuring deviation from expected non-interaction effect. (1) Drug 1: CC1CCC2CC(C(=CC=CC=CC(CC(C(=O)C(C(C(=CC(C(=O)CC(OC(=O)C3CCCCN3C(=O)C(=O)C1(O2)O)C(C)CC4CCC(C(C4)OC)O)C)C)O)OC)C)C)C)OC. Drug 2: CC(C)CN1C=NC2=C1C3=CC=CC=C3N=C2N. Cell line: SNB-19. Synergy scores: CSS=13.2, Synergy_ZIP=-4.69, Synergy_Bliss=-0.792, Synergy_Loewe=-0.680, Synergy_HSA=-1.85. (2) Drug 2: C(CN)CNCCSP(=O)(O)O. Drug 1: C1=NC2=C(N=C(N=C2N1C3C(C(C(O3)CO)O)O)F)N. Synergy scores: CSS=-0.615, Synergy_ZIP=6.21, Synergy_Bliss=7.56, Synergy_Loewe=5.72, Synergy_HSA=3.50. Cell line: K-562. (3) Drug 1: CC1OCC2C(O1)C(C(C(O2)OC3C4COC(=O)C4C(C5=CC6=C(C=C35)OCO6)C7=CC(=C(C(=C7)OC)O)OC)O)O. Drug 2: CC1CCC2CC(C(=CC=CC=CC(CC(C(=O)C(C(C(=CC(C(=O)CC(OC(=O)C3CCCCN3C(=O)C(=O)C1(O2)O)C(C)CC4CCC(C(C4)OC)OP(=O)(C)C)C)C)O)OC)C)C)C)OC. Cell line: NCIH23. Synergy scores: CSS=15.7, Synergy_ZIP=-22.0, Synergy_Bliss=-42.4, Synergy_Loewe=-38.4, Synergy_HSA=-37.3. (4) Drug 1: CN1C2=C(C=C(C=C2)N(CCCl)CCCl)N=C1CCCC(=O)O.Cl. Drug 2: CCN(CC)CCCC(C)NC1=C2C=C(C=CC2=NC3=C1C=CC(=C3)Cl)OC. Cell line: HL-60(TB). Synergy scores: CSS=33.4, Synergy_ZIP=0.100, Synergy_Bliss=1.84, Synergy_Loewe=13.1, Synergy_HSA=6.02. (5) Drug 1: C1=CN(C(=O)N=C1N)C2C(C(C(O2)CO)O)O.Cl. Drug 2: C1=NC2=C(N=C(N=C2N1C3C(C(C(O3)CO)O)O)F)N. Cell line: HOP-62. Synergy scores: CSS=54.5, Synergy_ZIP=0.943, Synergy_Bliss=0.915, Synergy_Loewe=-5.29, Synergy_HSA=3.65. (6) Drug 1: CC1=CC=C(C=C1)C2=CC(=NN2C3=CC=C(C=C3)S(=O)(=O)N)C(F)(F)F. Drug 2: CC=C1C(=O)NC(C(=O)OC2CC(=O)NC(C(=O)NC(CSSCCC=C2)C(=O)N1)C(C)C)C(C)C. Cell line: MOLT-4. Synergy scores: CSS=57.6, Synergy_ZIP=-1.20, Synergy_Bliss=-0.482, Synergy_Loewe=-41.6, Synergy_HSA=0.128. (7) Drug 1: C1=NC2=C(N1)C(=S)N=C(N2)N. Drug 2: CN(CC1=CN=C2C(=N1)C(=NC(=N2)N)N)C3=CC=C(C=C3)C(=O)NC(CCC(=O)O)C(=O)O. Cell line: SW-620. Synergy scores: CSS=19.4, Synergy_ZIP=-11.8, Synergy_Bliss=-5.27, Synergy_Loewe=-11.6, Synergy_HSA=-1.60. (8) Cell line: RXF 393. Drug 2: C1CC(C1)(C(=O)O)C(=O)O.[NH2-].[NH2-].[Pt+2]. Synergy scores: CSS=45.9, Synergy_ZIP=-6.81, Synergy_Bliss=-6.56, Synergy_Loewe=-3.84, Synergy_HSA=-2.52. Drug 1: CC1OCC2C(O1)C(C(C(O2)OC3C4COC(=O)C4C(C5=CC6=C(C=C35)OCO6)C7=CC(=C(C(=C7)OC)O)OC)O)O.